From a dataset of CYP2C19 inhibition data for predicting drug metabolism from PubChem BioAssay. Regression/Classification. Given a drug SMILES string, predict its absorption, distribution, metabolism, or excretion properties. Task type varies by dataset: regression for continuous measurements (e.g., permeability, clearance, half-life) or binary classification for categorical outcomes (e.g., BBB penetration, CYP inhibition). Dataset: cyp2c19_veith. The drug is Clc1ccc(CSCc2ccc(Cl)cc2Cl)c(Cl)c1. The result is 1 (inhibitor).